From a dataset of Full USPTO retrosynthesis dataset with 1.9M reactions from patents (1976-2016). Predict the reactants needed to synthesize the given product. (1) Given the product [F:35][C:31]1[C:30]([CH3:36])=[C:29]([CH:16]([C:17](=[CH2:28])[C:18]([C:20]2[CH:25]=[CH:24][CH:23]=[C:22]([O:26][CH3:27])[CH:21]=2)=[O:19])[C:5](=[CH2:4])[C:6]([C:8]2[CH:13]=[CH:12][CH:11]=[C:10]([O:14][CH3:15])[CH:9]=2)=[O:7])[CH:34]=[CH:33][CH:32]=1, predict the reactants needed to synthesize it. The reactants are: CN([CH2:4][CH:5]([CH:16]([C:29]1[CH:34]=[CH:33][CH:32]=[C:31]([F:35])[C:30]=1[CH3:36])[C:17](=[CH2:28])[C:18]([C:20]1[CH:25]=[CH:24][CH:23]=[C:22]([O:26][CH3:27])[CH:21]=1)=[O:19])[C:6]([C:8]1[CH:13]=[CH:12][CH:11]=[C:10]([O:14][CH3:15])[CH:9]=1)=[O:7])C.C(N(C(C)C)CC)(C)C.IC.[OH-].[K+]. (2) Given the product [Cl:1][C:2]1[CH:7]=[CH:6][CH:5]=[C:4]([Cl:8])[C:3]=1[C:9]1[N:13]([CH2:29][CH3:30])[C:12](=[O:14])[N:11]([C:15]2[CH:24]=[CH:23][C:18]([C:19]([O:21][CH3:22])=[O:20])=[C:17]([O:25][CH3:26])[CH:16]=2)[N:10]=1, predict the reactants needed to synthesize it. The reactants are: [Cl:1][C:2]1[CH:7]=[CH:6][CH:5]=[C:4]([Cl:8])[C:3]=1[C:9]1[NH:13][C:12](=[O:14])[N:11]([C:15]2[CH:24]=[CH:23][C:18]([C:19]([O:21][CH3:22])=[O:20])=[C:17]([O:25][CH3:26])[CH:16]=2)[N:10]=1.[H-].[Na+].[CH2:29](Br)[CH3:30]. (3) Given the product [Cl:19][C:5]1[C:6]([NH:8][C:9]2[CH:18]=[CH:17][CH:16]=[CH:15][C:10]=2[C:11]([NH:13][CH3:14])=[O:12])=[CH:7][C:2]([NH:27][C:24]2[CH:23]=[N:22][N:21]([CH3:20])[C:25]=2[CH3:26])=[N:3][CH:4]=1, predict the reactants needed to synthesize it. The reactants are: Cl[C:2]1[CH:7]=[C:6]([NH:8][C:9]2[CH:18]=[CH:17][CH:16]=[CH:15][C:10]=2[C:11]([NH:13][CH3:14])=[O:12])[C:5]([Cl:19])=[CH:4][N:3]=1.[CH3:20][N:21]1[C:25]([CH3:26])=[C:24]([NH2:27])[CH:23]=[N:22]1.C1C=CC(P(C2C(C3C(P(C4C=CC=CC=4)C4C=CC=CC=4)=CC=C4C=3C=CC=C4)=C3C(C=CC=C3)=CC=2)C2C=CC=CC=2)=CC=1.C(=O)([O-])[O-].[Cs+].[Cs+]. (4) Given the product [O:26]1[C:27]2[CH:28]=[CH:29][C:21]([CH2:20][N:17]3[C:16](=[O:18])[CH:15]=[CH:14][C:13]3=[O:19])=[CH:22][C:23]=2[O:24][CH2:25]1, predict the reactants needed to synthesize it. The reactants are: CCOC(/N=N/C(OCC)=O)=O.[C:13]1(=[O:19])[NH:17][C:16](=[O:18])[CH:15]=[CH:14]1.[CH2:20](O)[C:21]1[CH:29]=[CH:28][C:27]2[O:26][CH2:25][O:24][C:23]=2[CH:22]=1.C1(P(C2C=CC=CC=2)C2C=CC=CC=2)C=CC=CC=1.